The task is: Predict the reactants needed to synthesize the given product.. This data is from Full USPTO retrosynthesis dataset with 1.9M reactions from patents (1976-2016). (1) Given the product [CH2:1]([N:8]1[C:12]2[CH:13]=[C:14]([Cl:17])[CH:15]=[CH:16][C:11]=2[N:10]=[C:9]1[C:18]([NH:20][C:21]1[CH:22]=[C:23]2[C:27](=[CH:28][CH:29]=1)[N:26]([CH2:39][CH:38]=[CH2:37])[CH:25]=[CH:24]2)=[O:19])[C:2]1[CH:3]=[CH:4][CH:5]=[CH:6][CH:7]=1, predict the reactants needed to synthesize it. The reactants are: [CH2:1]([N:8]1[C:12]2[CH:13]=[C:14]([Cl:17])[CH:15]=[CH:16][C:11]=2[N:10]=[C:9]1[C:18]([NH:20][C:21]1[CH:22]=[C:23]2[C:27](=[CH:28][CH:29]=1)[NH:26][CH:25]=[CH:24]2)=[O:19])[C:2]1[CH:7]=[CH:6][CH:5]=[CH:4][CH:3]=1.CN(C)C=O.[H-].[Na+].[CH2:37](Br)[CH:38]=[CH2:39]. (2) Given the product [N:1]1[CH:6]=[CH:5][CH:4]=[CH:3][C:2]=1[N:7]([CH2:31][CH2:32][C:33]([O:35][CH2:36][CH3:37])=[O:34])[C:8]([C:10]1[CH:30]=[CH:29][C:13]2[N:14]([CH3:28])[C:15]([CH2:17][NH:18][C:19]3[CH:24]=[CH:23][C:22]([C:25](=[NH:26])[NH:27][C:51]([O:50][CH2:44][CH2:45][CH2:46][CH2:47][CH2:48][CH3:49])=[O:52])=[CH:21][CH:20]=3)=[N:16][C:12]=2[CH:11]=1)=[O:9], predict the reactants needed to synthesize it. The reactants are: [N:1]1[CH:6]=[CH:5][CH:4]=[CH:3][C:2]=1[N:7]([CH2:31][CH2:32][C:33]([O:35][CH2:36][CH3:37])=[O:34])[C:8]([C:10]1[CH:30]=[CH:29][C:13]2[N:14]([CH3:28])[C:15]([CH2:17][NH:18][C:19]3[CH:24]=[CH:23][C:22]([C:25](=[NH:27])[NH2:26])=[CH:21][CH:20]=3)=[N:16][C:12]=2[CH:11]=1)=[O:9].C(=O)([O-])[O-].[K+].[K+].[CH2:44]([O:50][C:51](Cl)=[O:52])[CH2:45][CH2:46][CH2:47][CH2:48][CH3:49]. (3) The reactants are: Cl.[CH3:2][O:3][C:4]([C:6]1[CH:11]=[CH:10][CH:9]=[C:8]([NH:12][NH2:13])[N:7]=1)=[O:5].C(N(CC)CC)C.C[O:22][C:23](=O)[N:24]=[C:25](SC)[C:26]([C:40]1[CH:45]=[C:44]([O:46][CH3:47])[CH:43]=[C:42]([O:48][CH2:49][CH2:50][F:51])[C:41]=1[F:52])=[N:27][C:28]1[CH:33]=[CH:32][C:31]([C:34]2[N:38]=[C:37]([CH3:39])[O:36][N:35]=2)=[CH:30][CH:29]=1. Given the product [CH3:2][O:3][C:4]([C:6]1[CH:11]=[CH:10][CH:9]=[C:8]([N:12]2[C:23](=[O:22])[NH:24][C:25]([CH:26]([C:40]3[CH:45]=[C:44]([O:46][CH3:47])[CH:43]=[C:42]([O:48][CH2:49][CH2:50][F:51])[C:41]=3[F:52])[NH:27][C:28]3[CH:29]=[CH:30][C:31]([C:34]4[N:38]=[C:37]([CH3:39])[O:36][N:35]=4)=[CH:32][CH:33]=3)=[N:13]2)[N:7]=1)=[O:5], predict the reactants needed to synthesize it. (4) Given the product [Br:1][C:2]1[CH:7]=[CH:6][C:5]([NH:8][C:9]2[N:10]([CH3:20])[C:11](=[O:19])[C:12]([Cl:22])=[CH:13][C:14]=2[C:15]([O:17][CH3:18])=[O:16])=[C:4]([F:21])[CH:3]=1, predict the reactants needed to synthesize it. The reactants are: [Br:1][C:2]1[CH:7]=[CH:6][C:5]([NH:8][C:9]2[N:10]([CH3:20])[C:11](=[O:19])[CH:12]=[CH:13][C:14]=2[C:15]([O:17][CH3:18])=[O:16])=[C:4]([F:21])[CH:3]=1.[Cl:22]N1C(=O)CCC1=O. (5) Given the product [C:18]([O:17][C:15]([C@@H:9]1[CH2:10][CH2:11][CH2:12][C:13](=[O:14])[NH:8]1)=[O:16])([CH3:21])([CH3:19])[CH3:20], predict the reactants needed to synthesize it. The reactants are: C(OC([N:8]1[C:13](=[O:14])[CH2:12][CH2:11][CH2:10][C@H:9]1[C:15]([O:17][C:18]([CH3:21])([CH3:20])[CH3:19])=[O:16])=O)(C)(C)C.Cl. (6) Given the product [CH3:19][O:18][C:15]1[CH:14]=[CH:13][C:12]([C:11]2[C:6]3[C:5](=[CH:10][CH:9]=[CH:8][CH:7]=3)[C:4](=[O:20])[NH:3][C:21]=2[CH:22]2[CH2:30][CH2:29][N:28]([CH3:31])[CH2:27][CH2:26]2)=[CH:17][CH:16]=1, predict the reactants needed to synthesize it. The reactants are: C([N:3]([CH2:21][CH3:22])[C:4](=[O:20])[C:5]1[CH:10]=[CH:9][CH:8]=[CH:7][C:6]=1[CH2:11][C:12]1[CH:17]=[CH:16][C:15]([O:18][CH3:19])=[CH:14][CH:13]=1)C.C(C1[CH2:30][CH2:29][N:28]([CH3:31])[CH2:27][CH2:26]1)#N.